From a dataset of Catalyst prediction with 721,799 reactions and 888 catalyst types from USPTO. Predict which catalyst facilitates the given reaction. Reactant: [NH2:1][C:2]1[CH:7]=[CH:6][C:5]([Cl:8])=[CH:4][C:3]=1[C:9](=[O:13])[CH:10]([CH3:12])[CH3:11].CCN(CC)CC.[O:21](S(C(F)(F)F)(=O)=O)[S:22]([C:25]([F:28])([F:27])[F:26])(=O)=[O:23]. Product: [Cl:8][C:5]1[CH:6]=[CH:7][C:2]([NH:1][S:22]([C:25]([F:28])([F:27])[F:26])(=[O:23])=[O:21])=[C:3]([C:9](=[O:13])[CH:10]([CH3:11])[CH3:12])[CH:4]=1. The catalyst class is: 2.